This data is from Forward reaction prediction with 1.9M reactions from USPTO patents (1976-2016). The task is: Predict the product of the given reaction. (1) Given the reactants [C:1]1([N:7]=[C:8](Cl)[C:9]([F:12])([F:11])[F:10])[CH:6]=[CH:5][CH:4]=[CH:3][CH:2]=1.[N-:14]=[N+:15]=[N-:16].[Na+].Cl.C(N(CC)CC)C, predict the reaction product. The product is: [C:1]1([N:7]2[C:8]([C:9]([F:12])([F:11])[F:10])=[N:16][N:15]=[N:14]2)[CH:6]=[CH:5][CH:4]=[CH:3][CH:2]=1. (2) Given the reactants C([O:3][C:4](=[O:34])[C:5]([S:8][C:9]1[CH:14]=[CH:13][C:12]([O:15][CH2:16][CH2:17][CH2:18][N:19]2[C:24](=[O:25])[C:23]3[N:26]([CH3:32])[N:27]=[C:28]([CH2:29][CH2:30][CH3:31])[C:22]=3[N:21]=[C:20]2[CH3:33])=[CH:11][CH:10]=1)([CH3:7])[CH3:6])C.C(=O)([O-])[O-].[Na+].[Na+], predict the reaction product. The product is: [CH3:32][N:26]1[C:23]2[C:24](=[O:25])[N:19]([CH2:18][CH2:17][CH2:16][O:15][C:12]3[CH:13]=[CH:14][C:9]([S:8][C:5]([CH3:6])([CH3:7])[C:4]([OH:34])=[O:3])=[CH:10][CH:11]=3)[C:20]([CH3:33])=[N:21][C:22]=2[C:28]([CH2:29][CH2:30][CH3:31])=[N:27]1. (3) The product is: [NH2:5][C:6]1[CH:7]=[C:8]([CH3:15])[C:9]([CH:13]=[O:14])=[C:10]([CH3:12])[CH:11]=1. Given the reactants FC(F)(F)C([NH:5][C:6]1[CH:11]=[C:10]([CH3:12])[C:9]([CH:13]=[O:14])=[C:8]([CH3:15])[CH:7]=1)=O.[OH-].[Na+].O, predict the reaction product. (4) Given the reactants [F:1][C:2]1[CH:3]=[C:4]([C:8]2[C@:9]3([CH2:25][CH2:24][C@H:23]4[C@@H:14]([CH2:15][CH2:16][C:17]5[CH:18]=[C:19]([C:26](O)=[O:27])[CH:20]=[CH:21][C:22]=54)[C@@H:11]3[CH2:12][CH:13]=2)[CH3:10])[CH:5]=[N:6][CH:7]=1.Cl.[CH2:30]([NH2:32])[CH3:31], predict the reaction product. The product is: [CH2:30]([NH:32][C:26]([C:19]1[CH:20]=[CH:21][C:22]2[C@@H:23]3[C@H:14]([C@H:11]4[C@@:9]([CH2:25][CH2:24]3)([CH3:10])[C:8]([C:4]3[CH:5]=[N:6][CH:7]=[C:2]([F:1])[CH:3]=3)=[CH:13][CH2:12]4)[CH2:15][CH2:16][C:17]=2[CH:18]=1)=[O:27])[CH3:31]. (5) Given the reactants [CH3:1][C:2]([CH3:40])([CH3:39])[C:3]#[C:4][CH:5]([N:16]1[CH2:21][CH2:20][C:19]([F:23])([F:22])[CH:18]([CH2:24][C:25]([O:27][CH3:28])=[O:26])[CH:17]1[C:29]1[CH:34]=[CH:33][C:32]([C:35]([F:38])([F:37])[F:36])=[CH:31][CH:30]=1)[C:6]1[CH:11]=[CH:10][C:9]([C:12]([F:15])([F:14])[F:13])=[CH:8][CH:7]=1.[H][H], predict the reaction product. The product is: [CH3:1][C:2]([CH3:40])([CH3:39])[CH2:3][CH2:4][CH:5]([N:16]1[CH2:21][CH2:20][C:19]([F:23])([F:22])[CH:18]([CH2:24][C:25]([O:27][CH3:28])=[O:26])[CH:17]1[C:29]1[CH:30]=[CH:31][C:32]([C:35]([F:38])([F:36])[F:37])=[CH:33][CH:34]=1)[C:6]1[CH:11]=[CH:10][C:9]([C:12]([F:13])([F:14])[F:15])=[CH:8][CH:7]=1. (6) The product is: [Cl:28][C:7]1[C:8](=[O:22])[N:9]([C:13]2[CH:18]=[C:17]([CH2:19][OH:20])[CH:16]=[CH:15][C:14]=2[CH3:21])[C:10]([CH3:12])=[CH:11][C:6]=1[O:5][CH2:4][C:3]1[CH:23]=[CH:24][C:25]([F:27])=[CH:26][C:2]=1[F:1]. Given the reactants [F:1][C:2]1[CH:26]=[C:25]([F:27])[CH:24]=[CH:23][C:3]=1[CH2:4][O:5][C:6]1[CH:11]=[C:10]([CH3:12])[N:9]([C:13]2[CH:18]=[C:17]([CH2:19][OH:20])[CH:16]=[CH:15][C:14]=2[CH3:21])[C:8](=[O:22])[CH:7]=1.[Cl:28]N1C(=O)CCC1=O, predict the reaction product.